Dataset: Reaction yield outcomes from USPTO patents with 853,638 reactions. Task: Predict the reaction yield, written as a fraction of the theoretical maximum amount of product (1.0 means a 100% yield; for example, 0.34 means a 34% yield). (1) The reactants are [C:1]([O:5][C:6](=[O:14])[NH:7][C:8]1[CH:12]=[C:11]([CH3:13])[O:10][N:9]=1)([CH3:4])([CH3:3])[CH3:2].[Li]CCCC.CN([CH:23]=[O:24])C.CCOC(C)=O. The catalyst is C1COCC1.O. The product is [C:1]([O:5][C:6](=[O:14])[NH:7][C:8]1[C:12]([CH:23]=[O:24])=[C:11]([CH3:13])[O:10][N:9]=1)([CH3:4])([CH3:3])[CH3:2]. The yield is 0.220. (2) The reactants are [OH:1][CH:2]([C:31]([CH3:34])([CH3:33])[CH3:32])[CH2:3][NH:4][C:5]([C:7]1[N:8]=[N:9][C:10]([N:13]2[CH2:18][CH2:17][N:16]([C:19](=[O:30])[C:20]3[CH:25]=[CH:24][CH:23]=[CH:22][C:21]=3[C:26]([F:29])([F:28])[F:27])[CH2:15][CH2:14]2)=[CH:11][CH:12]=1)=[O:6].[H-].[Na+].[CH3:37]I. The catalyst is C1COCC1. The product is [CH3:37][O:1][CH:2]([C:31]([CH3:34])([CH3:33])[CH3:32])[CH2:3][NH:4][C:5]([C:7]1[N:8]=[N:9][C:10]([N:13]2[CH2:18][CH2:17][N:16]([C:19](=[O:30])[C:20]3[CH:25]=[CH:24][CH:23]=[CH:22][C:21]=3[C:26]([F:28])([F:29])[F:27])[CH2:15][CH2:14]2)=[CH:11][CH:12]=1)=[O:6]. The yield is 0.300. (3) The reactants are [N:1]1[CH:2]=[N:3][N:4]2[CH:9]=[CH:8][C:7]([C:10]([NH:12][NH2:13])=[O:11])=[CH:6][C:5]=12.[C:14](=S)=[S:15].[CH2:17]([N:19]([CH2:22][CH3:23])[CH2:20][CH3:21])[CH3:18]. The catalyst is C(O)C. The product is [CH2:17]([N:19]([CH2:22][CH3:23])[CH2:20][CH3:21])[CH3:18].[N:1]1[CH:2]=[N:3][N:4]2[CH:9]=[CH:8][C:7]([C:10]3[O:11][C:14]([SH:15])=[N:13][N:12]=3)=[CH:6][C:5]=12. The yield is 1.00. (4) The reactants are [CH2:1]([O:8][C:9]1[CH:10]=[CH:11][C:12]([O:19][CH3:20])=[C:13]([NH:15][C:16]([NH2:18])=[S:17])[CH:14]=1)[C:2]1[CH:7]=[CH:6][CH:5]=[CH:4][CH:3]=1.COC1C=C(C2C=CC=CC=2)C2SC(N)=NC=2C=1. No catalyst specified. The product is [CH2:1]([O:8][C:9]1[C:14]2[S:17][C:16]([NH2:18])=[N:15][C:13]=2[C:12]([O:19][CH3:20])=[CH:11][CH:10]=1)[C:2]1[CH:3]=[CH:4][CH:5]=[CH:6][CH:7]=1. The yield is 0.820.